Dataset: Full USPTO retrosynthesis dataset with 1.9M reactions from patents (1976-2016). Task: Predict the reactants needed to synthesize the given product. Given the product [C:18]([O:22][C:23](=[O:38])[C@@H:24]([CH2:26][CH2:27][CH2:28][CH2:29][NH:30][C:31]([O:33][C:34]([CH3:37])([CH3:36])[CH3:35])=[O:32])[NH:25][S:12]([C:9]1[CH:10]=[C:11]2[C:6]([C:5]([Cl:16])=[CH:4][N:3]=[C:2]2[Cl:1])=[CH:7][CH:8]=1)(=[O:14])=[O:13])([CH3:21])([CH3:20])[CH3:19], predict the reactants needed to synthesize it. The reactants are: [Cl:1][C:2]1[C:11]2[C:6](=[CH:7][CH:8]=[C:9]([S:12](Cl)(=[O:14])=[O:13])[CH:10]=2)[C:5]([Cl:16])=[CH:4][N:3]=1.Cl.[C:18]([O:22][C:23](=[O:38])[C@@H:24]([CH2:26][CH2:27][CH2:28][CH2:29][NH:30][C:31]([O:33][C:34]([CH3:37])([CH3:36])[CH3:35])=[O:32])[NH2:25])([CH3:21])([CH3:20])[CH3:19].C(N(CC)CC)C.